This data is from hERG potassium channel inhibition data for cardiac toxicity prediction from Karim et al.. The task is: Regression/Classification. Given a drug SMILES string, predict its toxicity properties. Task type varies by dataset: regression for continuous values (e.g., LD50, hERG inhibition percentage) or binary classification for toxic/non-toxic outcomes (e.g., AMES mutagenicity, cardiotoxicity, hepatotoxicity). Dataset: herg_karim. The compound is O=C1COc2ccccc2N1CCCN1CCC(n2c(=O)[nH]c3cc(F)ccc32)CC1. The result is 1 (blocker).